This data is from Full USPTO retrosynthesis dataset with 1.9M reactions from patents (1976-2016). The task is: Predict the reactants needed to synthesize the given product. Given the product [CH2:1]([O:3][C:4]([CH:6]1[CH:11]2[CH:7]1[CH2:8][CH:9]([OH:21])[C:10]2=[O:12])=[O:5])[CH3:2], predict the reactants needed to synthesize it. The reactants are: [CH2:1]([O:3][C:4]([CH:6]1[CH:11]2[CH:7]1[CH2:8][CH:9]=[C:10]2[O:12][Si](C(C)(C)C)(C)C)=[O:5])[CH3:2].C([O-])(O)=[O:21].[Na+].[Mg].C1C=C(C(O)=O)C(C(O[O-])=O)=CC=1.C1C=C(C(O)=O)C(C(O[O-])=O)=CC=1.O.O.O.O.O.O.[Mg+2].